Dataset: Forward reaction prediction with 1.9M reactions from USPTO patents (1976-2016). Task: Predict the product of the given reaction. (1) The product is: [Cl:1][C:2]1[CH:17]=[CH:16][C:5]([O:6][C:7]2[CH:15]=[CH:14][C:10]([C:11]([Cl:24])=[O:12])=[CH:9][CH:8]=2)=[C:4]([N+:18]([O-:20])=[O:19])[CH:3]=1. Given the reactants [Cl:1][C:2]1[CH:17]=[CH:16][C:5]([O:6][C:7]2[CH:15]=[CH:14][C:10]([C:11](O)=[O:12])=[CH:9][CH:8]=2)=[C:4]([N+:18]([O-:20])=[O:19])[CH:3]=1.C(Cl)(=O)C([Cl:24])=O.CN(C=O)C, predict the reaction product. (2) Given the reactants Cl[C:2]1[C:7]([N+:8]([O-:10])=[O:9])=[CH:6][C:5]([NH:11][S:12]([C:15]2[CH:20]=[CH:19][C:18]([CH3:21])=[CH:17][CH:16]=2)(=[O:14])=[O:13])=[C:4]([NH:22][S:23]([C:26]2[CH:31]=[CH:30][C:29]([CH3:32])=[CH:28][CH:27]=2)(=[O:25])=[O:24])[CH:3]=1.C([O-])(O)=O.[Na+].[C:38]1(B(O)O)[CH:43]=CC=[CH:40][CH:39]=1.CO[CH2:49][CH2:50]OC, predict the reaction product. The product is: [N+:8]([C:7]1[C:2]([C:50]2[CH:49]=[CH:40][CH:39]=[CH:38][CH:43]=2)=[CH:3][C:4]([NH:22][S:23]([C:26]2[CH:27]=[CH:28][C:29]([CH3:32])=[CH:30][CH:31]=2)(=[O:24])=[O:25])=[C:5]([NH:11][S:12]([C:15]2[CH:20]=[CH:19][C:18]([CH3:21])=[CH:17][CH:16]=2)(=[O:13])=[O:14])[CH:6]=1)([O-:10])=[O:9]. (3) Given the reactants C(#N)C.[CH2:4]([O:6][C:7]([CH:9]1[CH2:18][CH2:17][C:12]2[N:13]=[C:14]([NH2:16])[S:15][C:11]=2[CH2:10]1)=[O:8])[CH3:5].[C:19](OC(=O)C)(=[O:21])[CH3:20], predict the reaction product. The product is: [CH2:4]([O:6][C:7]([CH:9]1[CH2:18][CH2:17][C:12]2[N:13]=[C:14]([NH:16][C:19](=[O:21])[CH3:20])[S:15][C:11]=2[CH2:10]1)=[O:8])[CH3:5]. (4) Given the reactants [N:1]1[CH:6]=[CH:5][CH:4]=[C:3]([NH:7][C:8]2[CH:9]=[N:10][CH:11]=[CH:12][CH:13]=2)[CH:2]=1.[H-].[Na+].Br[CH2:17][C:18]1[C:19]([Cl:24])=[N:20][CH:21]=[CH:22][CH:23]=1, predict the reaction product. The product is: [Cl:24][C:19]1[C:18]([CH2:17][N:7]([C:8]2[CH:9]=[N:10][CH:11]=[CH:12][CH:13]=2)[C:3]2[CH:2]=[N:1][CH:6]=[CH:5][CH:4]=2)=[CH:23][CH:22]=[CH:21][N:20]=1. (5) Given the reactants Cl.[Br:2][C:3]1[CH:15]=[CH:14][C:6]([O:7][CH:8]2[CH2:13][CH2:12][NH:11][CH2:10][CH2:9]2)=[CH:5][CH:4]=1.CCN(CC)CC.[C:23](O[C:23]([O:25][C:26]([CH3:29])([CH3:28])[CH3:27])=[O:24])([O:25][C:26]([CH3:29])([CH3:28])[CH3:27])=[O:24], predict the reaction product. The product is: [Br:2][C:3]1[CH:15]=[CH:14][C:6]([O:7][CH:8]2[CH2:9][CH2:10][N:11]([C:23]([O:25][C:26]([CH3:29])([CH3:28])[CH3:27])=[O:24])[CH2:12][CH2:13]2)=[CH:5][CH:4]=1.